From a dataset of NCI-60 drug combinations with 297,098 pairs across 59 cell lines. Regression. Given two drug SMILES strings and cell line genomic features, predict the synergy score measuring deviation from expected non-interaction effect. (1) Drug 1: CN1C2=C(C=C(C=C2)N(CCCl)CCCl)N=C1CCCC(=O)O.Cl. Drug 2: C1C(C(OC1N2C=NC3=C2NC=NCC3O)CO)O. Cell line: IGROV1. Synergy scores: CSS=2.26, Synergy_ZIP=-0.396, Synergy_Bliss=0.690, Synergy_Loewe=1.09, Synergy_HSA=0.539. (2) Drug 1: CCC1(CC2CC(C3=C(CCN(C2)C1)C4=CC=CC=C4N3)(C5=C(C=C6C(=C5)C78CCN9C7C(C=CC9)(C(C(C8N6C=O)(C(=O)OC)O)OC(=O)C)CC)OC)C(=O)OC)O.OS(=O)(=O)O. Drug 2: CC1=C(C(=O)C2=C(C1=O)N3CC4C(C3(C2COC(=O)N)OC)N4)N. Cell line: KM12. Synergy scores: CSS=41.3, Synergy_ZIP=5.07, Synergy_Bliss=-1.67, Synergy_Loewe=-4.96, Synergy_HSA=1.21. (3) Drug 1: C1=CC=C(C=C1)NC(=O)CCCCCCC(=O)NO. Drug 2: CC1CCC2CC(C(=CC=CC=CC(CC(C(=O)C(C(C(=CC(C(=O)CC(OC(=O)C3CCCCN3C(=O)C(=O)C1(O2)O)C(C)CC4CCC(C(C4)OC)OCCO)C)C)O)OC)C)C)C)OC. Cell line: OVCAR-8. Synergy scores: CSS=39.4, Synergy_ZIP=-5.68, Synergy_Bliss=-2.18, Synergy_Loewe=-3.23, Synergy_HSA=-1.41.